Dataset: NCI-60 drug combinations with 297,098 pairs across 59 cell lines. Task: Regression. Given two drug SMILES strings and cell line genomic features, predict the synergy score measuring deviation from expected non-interaction effect. (1) Drug 1: CS(=O)(=O)C1=CC(=C(C=C1)C(=O)NC2=CC(=C(C=C2)Cl)C3=CC=CC=N3)Cl. Drug 2: C1=C(C(=O)NC(=O)N1)F. Cell line: DU-145. Synergy scores: CSS=42.1, Synergy_ZIP=2.21, Synergy_Bliss=3.13, Synergy_Loewe=-5.40, Synergy_HSA=2.77. (2) Drug 1: CC1=CC=C(C=C1)C2=CC(=NN2C3=CC=C(C=C3)S(=O)(=O)N)C(F)(F)F. Drug 2: CC1=C(C(=CC=C1)Cl)NC(=O)C2=CN=C(S2)NC3=CC(=NC(=N3)C)N4CCN(CC4)CCO. Cell line: COLO 205. Synergy scores: CSS=0.0145, Synergy_ZIP=0.949, Synergy_Bliss=-0.240, Synergy_Loewe=-4.25, Synergy_HSA=-2.13. (3) Drug 1: COC1=C(C=C2C(=C1)N=CN=C2NC3=CC(=C(C=C3)F)Cl)OCCCN4CCOCC4. Drug 2: COC1=CC(=CC(=C1O)OC)C2C3C(COC3=O)C(C4=CC5=C(C=C24)OCO5)OC6C(C(C7C(O6)COC(O7)C8=CC=CS8)O)O. Cell line: SK-MEL-5. Synergy scores: CSS=46.0, Synergy_ZIP=-6.61, Synergy_Bliss=1.94, Synergy_Loewe=3.86, Synergy_HSA=5.78. (4) Drug 1: CNC(=O)C1=CC=CC=C1SC2=CC3=C(C=C2)C(=NN3)C=CC4=CC=CC=N4. Drug 2: CCCCCOC(=O)NC1=NC(=O)N(C=C1F)C2C(C(C(O2)C)O)O. Cell line: IGROV1. Synergy scores: CSS=2.29, Synergy_ZIP=-0.421, Synergy_Bliss=0.734, Synergy_Loewe=-0.234, Synergy_HSA=0.411. (5) Drug 1: C1=CC=C(C=C1)NC(=O)CCCCCCC(=O)NO. Drug 2: CCN(CC)CCNC(=O)C1=C(NC(=C1C)C=C2C3=C(C=CC(=C3)F)NC2=O)C. Cell line: NCIH23. Synergy scores: CSS=67.3, Synergy_ZIP=1.81, Synergy_Bliss=2.15, Synergy_Loewe=-4.11, Synergy_HSA=4.47. (6) Drug 1: CC1=CC=C(C=C1)C2=CC(=NN2C3=CC=C(C=C3)S(=O)(=O)N)C(F)(F)F. Drug 2: CC12CCC3C(C1CCC2OP(=O)(O)O)CCC4=C3C=CC(=C4)OC(=O)N(CCCl)CCCl.[Na+]. Cell line: PC-3. Synergy scores: CSS=-2.90, Synergy_ZIP=-0.373, Synergy_Bliss=1.06, Synergy_Loewe=-4.12, Synergy_HSA=-3.29.